Dataset: Catalyst prediction with 721,799 reactions and 888 catalyst types from USPTO. Task: Predict which catalyst facilitates the given reaction. (1) Reactant: C(=O)([O-])[O-].[Cs+].[Cs+].Br[C:8]1[CH:13]=[CH:12][C:11]([CH:14]=[CH2:15])=[CH:10][CH:9]=1.[N:16]1([C:22]([O:24][C:25]([CH3:28])([CH3:27])[CH3:26])=[O:23])[CH2:21][CH2:20][NH:19][CH2:18][CH2:17]1.C1(P(C2CCCCC2)C2C=CC=CC=2C2C(C(C)C)=CC(C(C)C)=CC=2C(C)C)CCCCC1. The catalyst class is: 222. Product: [CH:14]([C:11]1[CH:12]=[CH:13][C:8]([N:19]2[CH2:18][CH2:17][N:16]([C:22]([O:24][C:25]([CH3:28])([CH3:27])[CH3:26])=[O:23])[CH2:21][CH2:20]2)=[CH:9][CH:10]=1)=[CH2:15]. (2) Reactant: [N:1]1([C:7]([O:9][C:10]([CH3:13])([CH3:12])[CH3:11])=[O:8])[CH2:6][CH2:5][NH:4][CH2:3][CH2:2]1.C[CH2:15][N:16](C(C)C)C(C)C.N#CBr.O. Product: [C:10]([O:9][C:7]([N:1]1[CH2:6][CH2:5][N:4]([C:15]#[N:16])[CH2:3][CH2:2]1)=[O:8])([CH3:13])([CH3:12])[CH3:11]. The catalyst class is: 2. (3) Reactant: [Br:1][C:2]1[CH:3]=[C:4]([C:8]2([C:25]3[CH:30]=[CH:29][C:28]([O:31][S:32]([CH3:35])(=[O:34])=[O:33])=[CH:27][CH:26]=3)[C:16]3[C:11](=[CH:12][CH:13]=[CH:14][CH:15]=3)[C:10]([NH:17]C(OC(C)(C)C)=O)=[N:9]2)[CH:5]=[CH:6][CH:7]=1.[F:36][C:37]([F:42])([F:41])[C:38]([OH:40])=[O:39]. Product: [F:36][C:37]([F:42])([F:41])[C:38]([OH:40])=[O:39].[NH2:17][C:10]1[C:11]2[C:16](=[CH:15][CH:14]=[CH:13][CH:12]=2)[C:8]([C:25]2[CH:30]=[CH:29][C:28]([O:31][S:32]([CH3:35])(=[O:34])=[O:33])=[CH:27][CH:26]=2)([C:4]2[CH:5]=[CH:6][CH:7]=[C:2]([Br:1])[CH:3]=2)[N:9]=1. The catalyst class is: 4. (4) Reactant: [OH:1][C:2]1[CH:7]=[CH:6][C:5]([CH2:8][C:9]([OH:11])=[O:10])=[CH:4][CH:3]=1.C([O-])([O-])=O.[K+].[K+].F[C:19]1[CH:26]=[CH:25][C:22]([CH:23]=[O:24])=[CH:21][CH:20]=1.O. Product: [CH:23]([C:22]1[CH:25]=[CH:26][C:19]([O:1][C:2]2[CH:3]=[CH:4][C:5]([CH2:8][C:9]([OH:11])=[O:10])=[CH:6][CH:7]=2)=[CH:20][CH:21]=1)=[O:24]. The catalyst class is: 3.